From a dataset of Full USPTO retrosynthesis dataset with 1.9M reactions from patents (1976-2016). Predict the reactants needed to synthesize the given product. (1) The reactants are: [CH3:1][O:2][C:3](=[O:21])/[CH:4]=[CH:5]/[C:6]1[CH:14]=[CH:13][C:12]2[C:8](=[C:9]([CH3:16])[N:10]([CH3:15])[N:11]=2)[C:7]=1[C:17]([O:19][CH3:20])=[O:18]. Given the product [CH3:1][O:2][C:3](=[O:21])[CH2:4][CH2:5][C:6]1[CH:14]=[CH:13][C:12]2[C:8](=[C:9]([CH3:16])[N:10]([CH3:15])[N:11]=2)[C:7]=1[C:17]([O:19][CH3:20])=[O:18], predict the reactants needed to synthesize it. (2) Given the product [F:63][C:64]([F:69])([F:68])[C:65]([OH:67])=[O:66].[Cl:28][C:29]1[C:30]([O:27][C:5]2[CH:4]=[CH:3][C:2]([Cl:1])=[CH:7][C:6]=2[C:8]2[CH:13]=[CH:12][N:11]=[C:10]([N:14]3[CH2:15][CH2:16][NH:17][CH2:18][CH2:19]3)[N:9]=2)=[CH:31][C:32]([F:55])=[C:33]([S:35]([NH:38][C:39]2[S:40][CH:41]=[N:42][N:43]=2)(=[O:36])=[O:37])[CH:34]=1, predict the reactants needed to synthesize it. The reactants are: [Cl:1][C:2]1[CH:3]=[CH:4][C:5]([OH:27])=[C:6]([C:8]2[CH:13]=[CH:12][N:11]=[C:10]([N:14]3[CH2:19][CH2:18][N:17](C(OC(C)(C)C)=O)[CH2:16][CH2:15]3)[N:9]=2)[CH:7]=1.[Cl:28][C:29]1[C:30](F)=[CH:31][C:32]([F:55])=[C:33]([S:35]([N:38](CC2C=CC(OC)=CC=2OC)[C:39]2[S:40][CH:41]=[N:42][N:43]=2)(=[O:37])=[O:36])[CH:34]=1.C(=O)([O-])[O-].[K+].[K+].[F:63][C:64]([F:69])([F:68])[C:65]([OH:67])=[O:66].